Regression. Given two drug SMILES strings and cell line genomic features, predict the synergy score measuring deviation from expected non-interaction effect. From a dataset of NCI-60 drug combinations with 297,098 pairs across 59 cell lines. (1) Cell line: MDA-MB-231. Drug 2: CC(C)NC(=O)C1=CC=C(C=C1)CNNC.Cl. Drug 1: CC1=C(C(=CC=C1)Cl)NC(=O)C2=CN=C(S2)NC3=CC(=NC(=N3)C)N4CCN(CC4)CCO. Synergy scores: CSS=24.3, Synergy_ZIP=1.87, Synergy_Bliss=5.63, Synergy_Loewe=-58.0, Synergy_HSA=7.68. (2) Drug 1: CCC1=CC2CC(C3=C(CN(C2)C1)C4=CC=CC=C4N3)(C5=C(C=C6C(=C5)C78CCN9C7C(C=CC9)(C(C(C8N6C)(C(=O)OC)O)OC(=O)C)CC)OC)C(=O)OC.C(C(C(=O)O)O)(C(=O)O)O. Drug 2: CN(C)N=NC1=C(NC=N1)C(=O)N. Cell line: KM12. Synergy scores: CSS=49.3, Synergy_ZIP=-7.13, Synergy_Bliss=-11.2, Synergy_Loewe=-13.7, Synergy_HSA=-4.16. (3) Drug 1: CCC1=CC2CC(C3=C(CN(C2)C1)C4=CC=CC=C4N3)(C5=C(C=C6C(=C5)C78CCN9C7C(C=CC9)(C(C(C8N6C)(C(=O)OC)O)OC(=O)C)CC)OC)C(=O)OC.C(C(C(=O)O)O)(C(=O)O)O. Drug 2: C1=NC2=C(N1)C(=S)N=C(N2)N. Cell line: BT-549. Synergy scores: CSS=34.8, Synergy_ZIP=-0.594, Synergy_Bliss=3.93, Synergy_Loewe=-5.87, Synergy_HSA=6.27. (4) Drug 1: CC1C(C(=O)NC(C(=O)N2CCCC2C(=O)N(CC(=O)N(C(C(=O)O1)C(C)C)C)C)C(C)C)NC(=O)C3=C4C(=C(C=C3)C)OC5=C(C(=O)C(=C(C5=N4)C(=O)NC6C(OC(=O)C(N(C(=O)CN(C(=O)C7CCCN7C(=O)C(NC6=O)C(C)C)C)C)C(C)C)C)N)C. Drug 2: CC1=C(C(=O)C2=C(C1=O)N3CC4C(C3(C2COC(=O)N)OC)N4)N. Cell line: MCF7. Synergy scores: CSS=16.2, Synergy_ZIP=-2.90, Synergy_Bliss=-3.19, Synergy_Loewe=-7.35, Synergy_HSA=-2.82.